From a dataset of Full USPTO retrosynthesis dataset with 1.9M reactions from patents (1976-2016). Predict the reactants needed to synthesize the given product. (1) The reactants are: CO[C:3]([C:5]1[C:6]([OH:35])=[C:7]2[C:12](=[C:13]([C:15]3[CH:20]=[CH:19][CH:18]=[CH:17][N:16]=3)[N:14]=1)[N:11]([CH2:21][C:22]1[CH:27]=[CH:26][CH:25]=[CH:24][CH:23]=1)[C:10](=[O:28])[C:9]([C:29]1[CH:34]=[CH:33][CH:32]=[CH:31][CH:30]=1)=[CH:8]2)=[O:4].[OH-].[Na+].C1C=CC2N(O)N=[N:44][C:42]=2C=1.C(Cl)CCl.CCN(C(C)C)C(C)C.C[CH2:62][O:63][C:64]([CH3:66])=[O:65]. Given the product [CH3:62][O:63][C:64](=[O:65])[CH2:66][CH2:42][NH:44][C:3]([C:5]1[C:6]([OH:35])=[C:7]2[C:12](=[C:13]([C:15]3[CH:20]=[CH:19][CH:18]=[CH:17][N:16]=3)[N:14]=1)[N:11]([CH2:21][C:22]1[CH:27]=[CH:26][CH:25]=[CH:24][CH:23]=1)[C:10](=[O:28])[C:9]([C:29]1[CH:30]=[CH:31][CH:32]=[CH:33][CH:34]=1)=[CH:8]2)=[O:4], predict the reactants needed to synthesize it. (2) Given the product [CH:36]1([O:41][C:34]2[CH:35]=[C:30]3[C:31](=[CH:32][CH:33]=2)[CH:35]([CH2:34][C:10]([O:12][CH2:13][CH3:16])=[O:11])[CH2:30][CH2:31][CH2:32]3)[CH2:40][CH2:39][CH2:38][CH2:37]1, predict the reactants needed to synthesize it. The reactants are: N([C:10]([O:12][C:13]([CH3:16])(C)C)=[O:11])=N[C:10]([O:12][C:13](C)(C)[CH3:16])=[O:11].[C:30]1(P([C:30]2[CH:35]=[CH:34][CH:33]=[CH:32][CH:31]=2)[C:30]2[CH:35]=[CH:34][CH:33]=[CH:32][CH:31]=2)[CH:35]=[CH:34][CH:33]=[CH:32][CH:31]=1.[CH:36]1([OH:41])[CH2:40][CH2:39][CH2:38][CH2:37]1. (3) The reactants are: C(OC([N:8]1[CH2:14][CH2:13][CH2:12][N:11]([S:15]([C:18]2[CH:19]=[C:20]3[C:25](=[CH:26][CH:27]=2)[C:24]([O:28]C)=[N:23][CH:22]=[CH:21]3)(=[O:17])=[O:16])[CH2:10][CH2:9]1)=O)(C)(C)C.Cl.O1CCOCC1. Given the product [N:11]1([S:15]([C:18]2[CH:19]=[C:20]3[C:25](=[CH:26][CH:27]=2)[C:24](=[O:28])[NH:23][CH:22]=[CH:21]3)(=[O:17])=[O:16])[CH2:12][CH2:13][CH2:14][NH:8][CH2:9][CH2:10]1, predict the reactants needed to synthesize it. (4) The reactants are: [CH3:1][O:2][C:3]1[CH:4]=[CH:5][C:6]([N:11]2[C:20](=[O:21])[C:19]3[C:14](=[CH:15][C:16]([C:24]([OH:26])=O)=[C:17]([O:22][CH3:23])[CH:18]=3)[NH:13][C:12]2=[S:27])=[N:7][C:8]=1[O:9][CH3:10].CCN(C(C)C)C(C)C.CN(C(ON1N=NC2C=CC=NC1=2)=[N+](C)C)C.F[P-](F)(F)(F)(F)F.[Cl:61][C:62]1[CH:69]=[CH:68][C:65]([CH2:66][NH2:67])=[CH:64][CH:63]=1. Given the product [Cl:61][C:62]1[CH:69]=[CH:68][C:65]([CH2:66][NH:67][C:24]([C:16]2[CH:15]=[C:14]3[C:19]([C:20](=[O:21])[N:11]([C:6]4[CH:5]=[CH:4][C:3]([O:2][CH3:1])=[C:8]([O:9][CH3:10])[N:7]=4)[C:12](=[S:27])[NH:13]3)=[CH:18][C:17]=2[O:22][CH3:23])=[O:26])=[CH:64][CH:63]=1, predict the reactants needed to synthesize it.